From a dataset of Full USPTO retrosynthesis dataset with 1.9M reactions from patents (1976-2016). Predict the reactants needed to synthesize the given product. (1) Given the product [Cl:1][C:2]1[CH:3]=[C:4]([C:11]2[CH:15]=[CH:14][N:13]([CH2:16][C@@H:17]([NH:19][C:20]([C:22]3[NH:26][N:25]=[C:24]([C:27]4[N:28]=[CH:29][NH:30][CH:31]=4)[CH:23]=3)=[O:21])[CH3:18])[N:12]=2)[CH:5]=[C:6]([F:10])[C:7]=1[C:8]#[N:9], predict the reactants needed to synthesize it. The reactants are: [Cl:1][C:2]1[CH:3]=[C:4]([C:11]2[CH:15]=[CH:14][N:13]([CH2:16][C@@H:17]([NH:19][C:20]([C:22]3[NH:26][N:25]=[C:24]([C:27]4[N:28]=[CH:29][N:30](C(C5C=CC=CC=5)(C5C=CC=CC=5)C5C=CC=CC=5)[CH:31]=4)[CH:23]=3)=[O:21])[CH3:18])[N:12]=2)[CH:5]=[C:6]([F:10])[C:7]=1[C:8]#[N:9].C(O)=O.C1COCC1. (2) Given the product [I:1][C:2]1[CH:10]=[CH:9][C:5]([CH2:6][OH:7])=[C:4]([C:11]([F:12])([F:13])[F:14])[CH:3]=1, predict the reactants needed to synthesize it. The reactants are: [I:1][C:2]1[CH:10]=[CH:9][C:5]([C:6](O)=[O:7])=[C:4]([C:11]([F:14])([F:13])[F:12])[CH:3]=1.CO.